This data is from Drug-target binding data from BindingDB using IC50 measurements. The task is: Regression. Given a target protein amino acid sequence and a drug SMILES string, predict the binding affinity score between them. We predict pIC50 (pIC50 = -log10(IC50 in M); higher means more potent). Dataset: bindingdb_ic50. (1) The small molecule is O=C1CCCC(=O)C1C(=O)C1CCCCC1. The target protein (Q02110) has sequence MTSYSDKGEKPERGRFLHFHSVTFWVGNAKQAASYYCSKIGFEPLAYKGLETGSREVVSHVVKQDKIVFVFSSALNPWNKEMGDHLVKHGDGVKDIAFEVEDCDYIVQKARERGAIIVREEVCCAADVRGHHTPLDRARQVWEGTLVEKMTFCLDSRPQPSQTLLHRLLLSKLPKCGLEIIDHIVGNQPDQEMESASQWYMRNLQFHRFWSVDDTQIHTEYSALRSVVMANYEESIKMPINEPAPGKKKSQIQEYVDYNGGAGVQHIALKTEDIITAIRSLRERGVEFLAVPFTYYKQLQEKLKSAKIRVKESIDVLEELKILVDYDEKGYLLQIFTKPMQDRPTVFLEVIQRNNHQGFGAGNFNSLFKAFEEEQELRGNLTDTDPNGVPFRL. The pIC50 is 3.4. (2) The small molecule is CC(=O)N[C@@H](CC(=O)O)C(=O)N1CCC[C@H]1C(=O)N[C@@H](CCC(=O)O)C(=O)N[C@H](C(=O)NCC(=O)N[C@@H](CCC(=O)O)C(=O)N[C@@H](CC(C)C)C(=O)O)[C@@H](C)O. The target protein (Q14145) has sequence MQPDPRPSGAGACCRFLPLQSQCPEGAGDAVMYASTECKAEVTPSQHGNRTFSYTLEDHTKQAFGIMNELRLSQQLCDVTLQVKYQDAPAAQFMAHKVVLASSSPVFKAMFTNGLREQGMEVVSIEGIHPKVMERLIEFAYTASISMGEKCVLHVMNGAVMYQIDSVVRACSDFLVQQLDPSNAIGIANFAEQIGCVELHQRAREYIYMHFGEVAKQEEFFNLSHCQLVTLISRDDLNVRCESEVFHACINWVKYDCEQRRFYVQALLRAVRCHSLTPNFLQMQLQKCEILQSDSRCKDYLVKIFEELTLHKPTQVMPCRAPKVGRLIYTAGGYFRQSLSYLEAYNPSDGTWLRLADLQVPRSGLAGCVVGGLLYAVGGRNNSPDGNTDSSALDCYNPMTNQWSPCAPMSVPRNRIGVGVIDGHIYAVGGSHGCIHHNSVERYEPERDEWHLVAPMLTRRIGVGVAVLNRLLYAVGGFDGTNRLNSAECYYPERNEWRMI.... The pIC50 is 6.9.